From a dataset of Catalyst prediction with 721,799 reactions and 888 catalyst types from USPTO. Predict which catalyst facilitates the given reaction. (1) Reactant: [F:1][C:2]([F:24])([F:23])[O:3][C:4]1[CH:5]=[CH:6][C:7]2[N:13]3[N:14]=[N:15][C:16]([C:17]([O:19]CC)=[O:18])=[C:12]3[CH2:11][CH2:10][CH2:9][C:8]=2[CH:22]=1.[OH-].[Na+]. Product: [F:24][C:2]([F:1])([F:23])[O:3][C:4]1[CH:5]=[CH:6][C:7]2[N:13]3[N:14]=[N:15][C:16]([C:17]([OH:19])=[O:18])=[C:12]3[CH2:11][CH2:10][CH2:9][C:8]=2[CH:22]=1. The catalyst class is: 36. (2) Reactant: [CH2:1]([N:3]1[C:14]2[C:15]3[C:7](=[CH:8][N:9]([CH2:19][CH3:20])[C:10]=3[CH:11]=[C:12]([C:16](O)=[O:17])[CH:13]=2)[CH:6]=[CH:5][S:4]1(=[O:22])=[O:21])[CH3:2].S(C1C=CC(C)=CC=1)(O)(=O)=O.S(C1C=CC(C)=CC=1)(O)(=O)=O.[NH2:45][C@@H:46]([CH2:57][C:58]1[CH:63]=[CH:62][CH:61]=[CH:60][CH:59]=1)[C@H:47]([OH:56])[CH2:48][NH:49][CH:50]1[CH2:55][CH2:54][O:53][CH2:52][CH2:51]1.Cl.CN(C)CCCN=C=NCC.O.ON1C2C=CC=CC=2N=N1.C(N(CC)CC)C. Product: [CH2:1]([N:3]1[C:14]2[C:15]3[C:7](=[CH:8][N:9]([CH2:19][CH3:20])[C:10]=3[CH:11]=[C:12]([C:16]([NH:45][C@@H:46]([CH2:57][C:58]3[CH:63]=[CH:62][CH:61]=[CH:60][CH:59]=3)[C@H:47]([OH:56])[CH2:48][NH:49][CH:50]3[CH2:51][CH2:52][O:53][CH2:54][CH2:55]3)=[O:17])[CH:13]=2)[CH:6]=[CH:5][S:4]1(=[O:21])=[O:22])[CH3:2]. The catalyst class is: 9. (3) Reactant: [NH:1]1[CH2:6][CH2:5][O:4][CH2:3][CH2:2]1.Cl.Cl[CH2:9][C:10]1[N:11]=[C:12]([NH2:15])[S:13][CH:14]=1. Product: [O:4]1[CH2:5][CH2:6][N:1]([CH2:9][C:10]2[N:11]=[C:12]([NH2:15])[S:13][CH:14]=2)[CH2:2][CH2:3]1. The catalyst class is: 39. (4) Reactant: [Br:1][C:2]1[CH:3]=[C:4]([CH:7]=[CH:8][C:9]=1[O:10][CH3:11])[CH:5]=O.C(O)(=O)[CH2:13][C:14]([OH:16])=[O:15].N1CCCCC1. Product: [Br:1][C:2]1[CH:3]=[C:4](/[CH:5]=[CH:13]/[C:14]([OH:16])=[O:15])[CH:7]=[CH:8][C:9]=1[O:10][CH3:11]. The catalyst class is: 17. (5) Reactant: [C:1]([C:3]1[CH:23]=[CH:22][C:6]([CH2:7][N:8]2[C:16]3[C:11](=[C:12]([F:17])[CH:13]=[CH:14][CH:15]=3)[C:10]([C:18]([O:20]C)=[O:19])=[CH:9]2)=[CH:5][CH:4]=1)#[N:2].[I-].[Li+].N1C=CC=CC=1.Cl. Product: [C:1]([C:3]1[CH:4]=[CH:5][C:6]([CH2:7][N:8]2[C:16]3[C:11](=[C:12]([F:17])[CH:13]=[CH:14][CH:15]=3)[C:10]([C:18]([OH:20])=[O:19])=[CH:9]2)=[CH:22][CH:23]=1)#[N:2]. The catalyst class is: 6. (6) Reactant: [C:1]1(=[O:13])[C:12]2[C:4](=[CH:5][C:6]3[CH2:7][CH2:8][CH2:9][C:10]=3[CH:11]=2)[CH2:3][CH2:2]1.[CH:14]1([CH:20]=O)[CH2:19][CH2:18][CH2:17][CH2:16][CH2:15]1.[OH-].[K+].[H][H]. Product: [CH:14]1([CH2:20][CH:2]2[CH2:3][C:4]3[C:12](=[CH:11][C:10]4[CH2:9][CH2:8][CH2:7][C:6]=4[CH:5]=3)[C:1]2=[O:13])[CH2:19][CH2:18][CH2:17][CH2:16][CH2:15]1. The catalyst class is: 63.